Dataset: Forward reaction prediction with 1.9M reactions from USPTO patents (1976-2016). Task: Predict the product of the given reaction. (1) Given the reactants [Br:1][C:2]1[CH:3]=[C:4]([CH2:8][CH2:9][C:10](O)=[O:11])[CH:5]=[CH:6][CH:7]=1.Cl, predict the reaction product. The product is: [Br:1][C:2]1[CH:3]=[C:4]([CH2:8][CH2:9][CH2:10][OH:11])[CH:5]=[CH:6][CH:7]=1. (2) Given the reactants C([O:3][C:4]([C:6]1[CH:15]=[CH:14][C:13]2[C:8](=[CH:9][CH:10]=[CH:11][C:12]=2[N:16]=[CH:17][C:18]([OH:36])([C:32]([F:35])([F:34])[F:33])[CH2:19][C:20]([C:23]2[CH:28]=[C:27]([Cl:29])[CH:26]=[CH:25][C:24]=2[O:30][CH3:31])([CH3:22])[CH3:21])[N:7]=1)=O)C.[BH4-].[Na+], predict the reaction product. The product is: [Cl:29][C:27]1[CH:26]=[CH:25][C:24]([O:30][CH3:31])=[C:23]([C:20]([CH3:21])([CH3:22])[CH2:19][C:18]([C:32]([F:33])([F:34])[F:35])([OH:36])[CH2:17][NH:16][C:12]2[CH:11]=[CH:10][CH:9]=[C:8]3[C:13]=2[CH:14]=[CH:15][C:6]([CH2:4][OH:3])=[N:7]3)[CH:28]=1. (3) Given the reactants [CH3:1][O:2][C:3]1[CH:8]=[CH:7][C:6]([C:9]#[C:10][C:11](=[O:15])[CH:12]([CH3:14])[CH3:13])=[CH:5][CH:4]=1.[I-].[NH2:17][N+:18]1[CH:23]=[CH:22][CH:21]=[CH:20][CH:19]=1.C1CCN2C(=NCCC2)CC1, predict the reaction product. The product is: [CH3:1][O:2][C:3]1[CH:8]=[CH:7][C:6]([C:9]2[C:10]([C:11](=[O:15])[CH:12]([CH3:13])[CH3:14])=[C:19]3[CH:20]=[CH:21][CH:22]=[CH:23][N:18]3[N:17]=2)=[CH:5][CH:4]=1. (4) Given the reactants [H-].[Al+3].[Li+].[H-].[H-].[H-].C(OCC)C.[CH:12]1([C:15]2[CH:16]=[C:17]([CH:20]=[CH:21][C:22]=2[O:23][CH3:24])[C:18]#[N:19])[CH2:14][CH2:13]1, predict the reaction product. The product is: [CH:12]1([C:15]2[CH:16]=[C:17]([CH2:18][NH2:19])[CH:20]=[CH:21][C:22]=2[O:23][CH3:24])[CH2:14][CH2:13]1.